Predict the reaction yield, written as a fraction of the theoretical maximum amount of product (1.0 means a 100% yield; for example, 0.34 means a 34% yield). From a dataset of Reaction yield outcomes from USPTO patents with 853,638 reactions. (1) The reactants are [SH:1][CH2:2][C:3]([O:5][CH3:6])=[O:4].[C:7]1([C:13]([C:21]2[CH:26]=[CH:25][CH:24]=[CH:23][CH:22]=2)([C:15]2[CH:20]=[CH:19][CH:18]=[CH:17][CH:16]=2)O)[CH:12]=[CH:11][CH:10]=[CH:9][CH:8]=1.FC(F)(F)C(O)=O. The catalyst is C(Cl)(Cl)Cl. The product is [CH3:6][O:5][C:3](=[O:4])[CH2:2][S:1][C:13]([C:7]1[CH:12]=[CH:11][CH:10]=[CH:9][CH:8]=1)([C:21]1[CH:22]=[CH:23][CH:24]=[CH:25][CH:26]=1)[C:15]1[CH:16]=[CH:17][CH:18]=[CH:19][CH:20]=1. The yield is 0.910. (2) The product is [CH3:15][N:16]([CH3:29])[C:17]1[C:26]2[C:21](=[CH:22][CH:23]=[CH:24][CH:25]=2)[C:20]([C:27]2[NH:6][C:4](=[O:5])[C:3]3[C:2](=[CH:10][C:9]([O:11][CH3:12])=[CH:8][C:7]=3[O:13][CH3:14])[N:1]=2)=[CH:19][CH:18]=1. The reactants are [NH2:1][C:2]1[CH:10]=[C:9]([O:11][CH3:12])[CH:8]=[C:7]([O:13][CH3:14])[C:3]=1[C:4]([NH2:6])=[O:5].[CH3:15][N:16]([CH3:29])[C:17]1[C:26]2[C:21](=[CH:22][CH:23]=[CH:24][CH:25]=2)[C:20]([CH:27]=O)=[CH:19][CH:18]=1.COC1C=C(OC)C=C2C=1C(=O)NC(C1C=CC=CN=1)=N2. No catalyst specified. The yield is 0.260. (3) The reactants are [C:1]12([CH2:11][CH2:12][N:13]([CH2:34][CH2:35][CH2:36][CH2:37][CH3:38])[C:14]([NH:16][CH2:17][CH2:18][CH:19]([O:26][Si](C(C)(C)C)(C)C)[C:20]3[CH:25]=[CH:24][N:23]=[CH:22][CH:21]=3)=[O:15])[CH2:10][CH:5]3[CH2:6][CH:7]([CH2:9][CH:3]([CH2:4]3)[CH2:2]1)[CH2:8]2. The catalyst is Cl.CO. The product is [C:1]12([CH2:11][CH2:12][N:13]([CH2:34][CH2:35][CH2:36][CH2:37][CH3:38])[C:14]([NH:16][CH2:17][CH2:18][CH:19]([OH:26])[C:20]3[CH:25]=[CH:24][N:23]=[CH:22][CH:21]=3)=[O:15])[CH2:8][CH:7]3[CH2:6][CH:5]([CH2:4][CH:3]([CH2:9]3)[CH2:2]1)[CH2:10]2. The yield is 0.553. (4) The catalyst is ClCCl. The reactants are C(Cl)(=O)C(Cl)=O.CS(C)=O.[F:11][CH:12]1[CH:17]([O:18][CH2:19][CH:20]([OH:27])[C:21]2[CH:26]=[CH:25][CH:24]=[CH:23][CH:22]=2)[CH2:16][CH2:15][CH:14]([NH:28][C:29](=[O:35])[O:30][C:31]([CH3:34])([CH3:33])[CH3:32])[CH2:13]1. The product is [F:11][CH:12]1[CH:17]([O:18][CH2:19][C:20](=[O:27])[C:21]2[CH:22]=[CH:23][CH:24]=[CH:25][CH:26]=2)[CH2:16][CH2:15][CH:14]([NH:28][C:29](=[O:35])[O:30][C:31]([CH3:33])([CH3:32])[CH3:34])[CH2:13]1. The yield is 0.880. (5) The reactants are [CH3:1][C:2]1([CH3:9])[CH2:7][CH2:6][C:5](=O)[CH2:4][CH2:3]1.[OH:10][C:11]1[CH:16]=[CH:15][C:14]([C:17]([C:19]2[CH:28]=[CH:27][C:22]([C:23]([O:25][CH3:26])=[O:24])=[CH:21][CH:20]=2)=O)=[CH:13][CH:12]=1.O.C([O-])([O-])=O.[K+].[K+]. The catalyst is O1CCCC1.[Zn].[Ti](Cl)(Cl)(Cl)Cl. The product is [CH3:26][O:25][C:23](=[O:24])[C:22]1[CH:27]=[CH:28][C:19]([C:17](=[C:5]2[CH2:6][CH2:7][C:2]([CH3:9])([CH3:1])[CH2:3][CH2:4]2)[C:14]2[CH:15]=[CH:16][C:11]([OH:10])=[CH:12][CH:13]=2)=[CH:20][CH:21]=1. The yield is 0.880.